The task is: Predict the reactants needed to synthesize the given product.. This data is from Full USPTO retrosynthesis dataset with 1.9M reactions from patents (1976-2016). (1) Given the product [C:1]([O:5][C:6]([N:8]1[CH2:20][C@@H:19]([CH3:21])[N:18]2[C@H:10]([CH2:11][C:12]3[C:17]2=[N:16][C:15]([CH2:22][Br:45])=[C:14]([Br:24])[CH:13]=3)[CH2:9]1)=[O:7])([CH3:4])([CH3:3])[CH3:2], predict the reactants needed to synthesize it. The reactants are: [C:1]([O:5][C:6]([N:8]1[CH2:20][C@@H:19]([CH3:21])[N:18]2[C@H:10]([CH2:11][C:12]3[C:17]2=[N:16][C:15]([CH2:22]O)=[C:14]([Br:24])[CH:13]=3)[CH2:9]1)=[O:7])([CH3:4])([CH3:3])[CH3:2].C1(P(C2C=CC=CC=2)C2C=CC=CC=2)C=CC=CC=1.C(Br)(Br)(Br)[Br:45]. (2) Given the product [NH2:21][C:3]1[CH:4]=[C:5]([CH:19]=[CH:20][C:2]=1[NH2:1])[C:6]([NH:8][C:9]1[C:18]2[C:13](=[CH:14][CH:15]=[CH:16][CH:17]=2)[CH:12]=[CH:11][N:10]=1)=[O:7], predict the reactants needed to synthesize it. The reactants are: [NH2:1][C:2]1[CH:20]=[CH:19][C:5]([C:6]([NH:8][C:9]2[C:18]3[C:13](=[CH:14][CH:15]=[CH:16][CH:17]=3)[CH:12]=[CH:11][N:10]=2)=[O:7])=[CH:4][C:3]=1[N+:21]([O-])=O. (3) Given the product [C:29]1([CH:7]([C:1]2[CH:2]=[CH:3][CH:4]=[CH:5][CH:6]=2)[N:8]2[C:16]3[C:11](=[CH:12][CH:13]=[CH:14][CH:15]=3)[C:10]3([C:17]4[CH:18]=[C:19]5[C:24]([N:23]=[CH:22][CH:21]=[N:20]5)=[CH:25][C:26]=4[O:27][CH2:36]3)[C:9]2=[O:28])[CH:30]=[CH:31][CH:32]=[CH:33][CH:34]=1, predict the reactants needed to synthesize it. The reactants are: [C:1]1([CH:7]([C:29]2[CH:34]=[CH:33][CH:32]=[CH:31][CH:30]=2)[N:8]2[C:16]3[C:11](=[CH:12][CH:13]=[CH:14][CH:15]=3)[CH:10]([C:17]3[CH:18]=[C:19]4[C:24](=[CH:25][C:26]=3[OH:27])[N:23]=[CH:22][CH:21]=[N:20]4)[C:9]2=[O:28])[CH:6]=[CH:5][CH:4]=[CH:3][CH:2]=1.F[C:36]1C=C(O)C(C2C3C(=CC=CC=3)N(CC3C=CC(OC)=CC=3)C2=O)=CC=1C#N. (4) Given the product [Cl:11][C:8]1[CH:9]=[CH:10][C:2]([N:1]2[CH:16]=[N:14][N:13]=[N:12]2)=[C:3]([CH:7]=1)[C:4]([OH:6])=[O:5], predict the reactants needed to synthesize it. The reactants are: [NH2:1][C:2]1[CH:10]=[CH:9][C:8]([Cl:11])=[CH:7][C:3]=1[C:4]([OH:6])=[O:5].[N-:12]=[N+:13]=[N-:14].[Na+].[CH:16](OC)(OC)OC.